The task is: Predict the reactants needed to synthesize the given product.. This data is from Full USPTO retrosynthesis dataset with 1.9M reactions from patents (1976-2016). (1) The reactants are: [NH2:1][C:2]1[CH:7]=[CH:6][C:5]([S:8][C:9]2[C:18]3[C:13](=[CH:14][CH:15]=[CH:16][CH:17]=3)[NH:12]/[C:11](=[C:19]3/[C:20]([CH2:25][CH2:26][CH3:27])=[N:21][NH:22][C:23]/3=[O:24])/[CH:10]=2)=[CH:4][CH:3]=1.[O:28]1[CH:32]=[CH:31][CH:30]=[C:29]1[C:33](Cl)=[O:34]. Given the product [O:24]=[C:23]1[NH:22][N:21]=[C:20]([CH2:25][CH2:26][CH3:27])/[C:19]/1=[C:11]1/[NH:12][C:13]2[C:18]([C:9]([S:8][C:5]3[CH:4]=[CH:3][C:2]([NH:1][C:33]([C:29]4[O:28][CH:32]=[CH:31][CH:30]=4)=[O:34])=[CH:7][CH:6]=3)=[CH:10]/1)=[CH:17][CH:16]=[CH:15][CH:14]=2, predict the reactants needed to synthesize it. (2) The reactants are: [Br:1][C:2]1[N:7]=[C:6]([CH:8]=O)[CH:5]=[CH:4][CH:3]=1.[NH2:10][CH:11]([CH3:16])[C:12]([CH3:15])([OH:14])[CH3:13]. Given the product [Br:1][C:2]1[N:7]=[C:6]([CH2:8][NH:10][CH:11]([CH3:16])[C:12]([CH3:15])([OH:14])[CH3:13])[CH:5]=[CH:4][CH:3]=1, predict the reactants needed to synthesize it. (3) Given the product [Cl:20][C:21]1[CH:28]=[CH:27][C:24]([CH2:25][N:4]2[CH2:3][CH2:2][N:1]([C:7]3[CH:8]=[CH:9][C:10]4[N:11]([C:13]([C:16]([F:18])([F:17])[F:19])=[N:14][N:15]=4)[CH:12]=3)[CH2:6][CH2:5]2)=[CH:23][CH:22]=1, predict the reactants needed to synthesize it. The reactants are: [N:1]1([C:7]2[CH:8]=[CH:9][C:10]3[N:11]([C:13]([C:16]([F:19])([F:18])[F:17])=[N:14][N:15]=3)[CH:12]=2)[CH2:6][CH2:5][NH:4][CH2:3][CH2:2]1.[Cl:20][C:21]1[CH:28]=[CH:27][C:24]([CH:25]=O)=[CH:23][CH:22]=1. (4) Given the product [Cl:1][C:2]1[CH:3]=[C:4]([F:30])[C:5]([C:24]2[N:25]=[N:26][N:27]([CH3:29])[N:28]=2)=[C:6]([C:8]2[CH:9]=[N:10][C:11]3[CH:12]([NH:17][C:18]([C:20]4([NH:23][C:36]([C:35]5[O:31][N:32]=[CH:33][CH:34]=5)=[O:37])[CH2:22][CH2:21]4)=[O:19])[CH2:13][CH2:14][C:15]=3[CH:16]=2)[CH:7]=1, predict the reactants needed to synthesize it. The reactants are: [Cl:1][C:2]1[CH:3]=[C:4]([F:30])[C:5]([C:24]2[N:25]=[N:26][N:27]([CH3:29])[N:28]=2)=[C:6]([C:8]2[CH:9]=[N:10][C:11]3[CH:12]([NH:17][C:18]([C:20]4([NH2:23])[CH2:22][CH2:21]4)=[O:19])[CH2:13][CH2:14][C:15]=3[CH:16]=2)[CH:7]=1.[O:31]1[C:35]([C:36](O)=[O:37])=[CH:34][CH:33]=[N:32]1. (5) The reactants are: [OH:1][N:2]=[C:3]([NH2:10])[C:4]1[CH:9]=[CH:8][CH:7]=[N:6][CH:5]=1.[CH3:11][S:12]([C:15]1[CH:16]=[C:17]([CH:21]=[CH:22][CH:23]=1)[C:18](O)=O)(=[O:14])=[O:13].N. Given the product [CH3:11][S:12]([C:15]1[CH:16]=[C:17]([C:18]2[O:1][N:2]=[C:3]([C:4]3[CH:5]=[N:6][CH:7]=[CH:8][CH:9]=3)[N:10]=2)[CH:21]=[CH:22][CH:23]=1)(=[O:13])=[O:14], predict the reactants needed to synthesize it. (6) Given the product [C:1]([O:4][C:5]1[C:14]([CH3:15])=[CH:13][C:12](/[CH:16]=[CH:17]\[CH2:18][OH:19])=[CH:11][C:6]=1[C:7]([O:9][CH3:10])=[O:8])(=[O:3])[CH3:2], predict the reactants needed to synthesize it. The reactants are: [C:1]([O:4][C:5]1[C:14]([CH3:15])=[CH:13][C:12]([C:16]#[C:17][CH2:18][OH:19])=[CH:11][C:6]=1[C:7]([O:9][CH3:10])=[O:8])(=[O:3])[CH3:2]. (7) Given the product [CH3:18][C:14]1[CH:13]=[C:12]([C:10](=[O:11])[CH2:9][C@H:8]([C:5]2[CH:4]=[CH:3][C:2]([CH2:27][C:28]([OH:30])=[O:29])=[CH:7][CH:6]=2)[C:19]2[CH:24]=[CH:23][CH:22]=[CH:21][C:20]=2[CH3:25])[CH:17]=[CH:16][N:15]=1, predict the reactants needed to synthesize it. The reactants are: Br[C:2]1[CH:7]=[CH:6][C:5]([C@H:8]([C:19]2[CH:24]=[CH:23][CH:22]=[CH:21][C:20]=2[CH3:25])[CH2:9][C:10]([C:12]2[CH:17]=[CH:16][N:15]=[C:14]([CH3:18])[CH:13]=2)=[O:11])=[CH:4][CH:3]=1.C(OCC)(=O)[CH2:27][C:28]([O:30]CC)=[O:29].C(O)(=O)C.[OH-].[Li+].S([O-])(O)(=O)=O.[K+].[Cl-].[NH4+].